Dataset: Full USPTO retrosynthesis dataset with 1.9M reactions from patents (1976-2016). Task: Predict the reactants needed to synthesize the given product. (1) Given the product [F:24][C:2]([F:1])([F:23])[O:3][C:4]1[CH:5]=[CH:6][C:7]([N:10]2[CH:14]=[N:13][C:12]([C:15]3[CH:22]=[CH:21][C:18]([CH:19]([OH:20])[CH2:25][CH3:26])=[CH:17][CH:16]=3)=[N:11]2)=[CH:8][CH:9]=1, predict the reactants needed to synthesize it. The reactants are: [F:1][C:2]([F:24])([F:23])[O:3][C:4]1[CH:9]=[CH:8][C:7]([N:10]2[CH:14]=[N:13][C:12]([C:15]3[CH:22]=[CH:21][C:18]([CH:19]=[O:20])=[CH:17][CH:16]=3)=[N:11]2)=[CH:6][CH:5]=1.[CH2:25]([Mg]Br)[CH3:26]. (2) The reactants are: Cl.[CH3:2][O:3][C:4]1[CH:9]=[CH:8][CH:7]=[CH:6][C:5]=1[C:10]1[C:18]2[C:13](=[N:14][CH:15]=[C:16]([C:19]3[CH:20]=[C:21]([CH:24]=[CH:25][CH:26]=3)[C:22]#[N:23])[CH:17]=2)[N:12](COCC[Si](C)(C)C)[N:11]=1.C[CH2:36][O:37]CC. Given the product [CH3:2][O:3][C:4]1[CH:9]=[CH:8][CH:7]=[CH:6][C:5]=1[C:10]1[C:18]2[C:13](=[N:14][CH:15]=[C:16]([C:19]3[CH:20]=[C:21]([CH:24]=[CH:25][CH:26]=3)[C:22](=[NH:23])[O:37][CH3:36])[CH:17]=2)[NH:12][N:11]=1, predict the reactants needed to synthesize it. (3) The reactants are: [F:1][C:2]1[CH:7]=[C:6]([CH3:8])[CH:5]=[CH:4][C:3]=1[C:9](=[O:22])[CH:10]([C:16]1[CH:21]=[CH:20][CH:19]=[CH:18][CH:17]=1)C(OCC)=O.Cl.[OH-].[Na+]. Given the product [F:1][C:2]1[CH:7]=[C:6]([CH3:8])[CH:5]=[CH:4][C:3]=1[C:9](=[O:22])[CH2:10][C:16]1[CH:17]=[CH:18][CH:19]=[CH:20][CH:21]=1, predict the reactants needed to synthesize it.